Predict the product of the given reaction. From a dataset of Forward reaction prediction with 1.9M reactions from USPTO patents (1976-2016). Given the reactants CC([O-])(C)C.[K+].[CH3:7][O:8][CH2:9][O:10][C:11]1[CH:12]=[CH:13][C:14]2[C@@H:15]3[C@@H:23]([CH2:24][C:25](=[O:28])[C:26]=2[CH:27]=1)[C@H:22]1[C@@:18]([CH3:33])([C@@H:19]([O:29][CH2:30][O:31][CH3:32])[CH2:20][CH2:21]1)[CH2:17][CH2:16]3.I[CH2:35][CH2:36][CH2:37][CH2:38][O:39][CH2:40][CH2:41][O:42][CH2:43][CH2:44][O:45][CH2:46][CH2:47][O:48][CH2:49][CH2:50][O:51][CH2:52][C:53]1[CH:58]=[CH:57][CH:56]=[CH:55][CH:54]=1, predict the reaction product. The product is: [CH3:7][O:8][CH2:9][O:10][C:11]1[CH:12]=[CH:13][C:14]2[C@@H:15]3[C@@H:23]([C@H:24]([CH2:35][CH2:36][CH2:37][CH2:38][O:39][CH2:40][CH2:41][O:42][CH2:43][CH2:44][O:45][CH2:46][CH2:47][O:48][CH2:49][CH2:50][O:51][CH2:52][C:53]4[CH:54]=[CH:55][CH:56]=[CH:57][CH:58]=4)[C:25](=[O:28])[C:26]=2[CH:27]=1)[C@H:22]1[C@@:18]([CH3:33])([C@@H:19]([O:29][CH2:30][O:31][CH3:32])[CH2:20][CH2:21]1)[CH2:17][CH2:16]3.